This data is from Reaction yield outcomes from USPTO patents with 853,638 reactions. The task is: Predict the reaction yield, written as a fraction of the theoretical maximum amount of product (1.0 means a 100% yield; for example, 0.34 means a 34% yield). (1) The reactants are [Br:1][C:2]1[CH:3]=[CH:4][C:5]([OH:10])=[C:6]([CH:9]=1)[CH2:7][OH:8].[C:11]([N:16]1[CH2:21][CH2:20][C:19](=O)[CH2:18][CH2:17]1)([O:13][CH2:14][CH3:15])=[O:12].C1(C)C=CC(S(O)(=O)=O)=CC=1. The catalyst is C(Cl)(Cl)Cl. The product is [C:11]([N:16]1[CH2:21][CH2:20][C:19]2([O:10][C:5]3[CH:4]=[CH:3][C:2]([Br:1])=[CH:9][C:6]=3[CH2:7][O:8]2)[CH2:18][CH2:17]1)([O:13][CH2:14][CH3:15])=[O:12]. The yield is 0.610. (2) The reactants are Cl[C:2]1[C:7]([N+:8]([O-:10])=[O:9])=[C:6](Cl)[CH:5]=[C:4]([CH3:12])[N:3]=1.[C:13](=[O:16])([O-])[O-].[K+].[K+].[F:19][C:20]([F:24])([F:23])[CH2:21][OH:22]. No catalyst specified. The product is [F:19][C:20]([F:24])([F:23])[CH2:21][O:22][C:2]1[C:7]([N+:8]([O-:10])=[O:9])=[C:6]([O:16][CH2:13][C:20]([F:24])([F:23])[F:19])[CH:5]=[C:4]([CH3:12])[N:3]=1. The yield is 0.940. (3) The yield is 0.770. The catalyst is O1CCCC1CCO. The product is [Cl:1][C:2]1[CH:3]=[C:4]([CH:8]([OH:29])[CH:9]([CH2:15][C:16]2[CH:17]=[CH:18][C:19]([C:22]([F:28])([F:27])[C:23]([CH3:24])([CH3:25])[CH3:26])=[CH:20][CH:21]=2)[C:10]([OH:12])=[O:11])[CH:5]=[CH:6][CH:7]=1. The reactants are [Cl:1][C:2]1[CH:3]=[C:4]([CH:8]([OH:29])[CH:9]([CH2:15][C:16]2[CH:21]=[CH:20][C:19]([C:22]([F:28])([F:27])[C:23]([CH3:26])([CH3:25])[CH3:24])=[CH:18][CH:17]=2)[C:10]([O:12]CC)=[O:11])[CH:5]=[CH:6][CH:7]=1.[OH-].[Na+].